From a dataset of Full USPTO retrosynthesis dataset with 1.9M reactions from patents (1976-2016). Predict the reactants needed to synthesize the given product. (1) Given the product [Br:1][C:2]1[CH:10]=[C:9]([NH:11][S:13]([CH3:12])(=[O:15])=[O:14])[CH:8]=[C:7]2[C:3]=1[CH:4]=[CH:5][NH:6]2, predict the reactants needed to synthesize it. The reactants are: [Br:1][C:2]1[CH:10]=[C:9]([NH2:11])[CH:8]=[C:7]2[C:3]=1[CH:4]=[CH:5][NH:6]2.[CH3:12][S:13](Cl)(=[O:15])=[O:14]. (2) Given the product [CH2:27]([O:19][CH2:18][CH2:17][CH2:16][CH2:15][N:3]1[C:4]2[C:13]3[CH:12]=[CH:11][CH:10]=[CH:9][C:8]=3[N:7]=[CH:6][C:5]=2[N:14]=[C:2]1[CH3:1])[C:26]#[CH:25], predict the reactants needed to synthesize it. The reactants are: [CH3:1][C:2]1[N:3]([CH2:15][CH2:16][CH2:17][CH2:18][OH:19])[C:4]2[C:13]3[CH:12]=[CH:11][CH:10]=[CH:9][C:8]=3[N:7]=[CH:6][C:5]=2[N:14]=1.ClCCl.[OH-].[Na+].[CH2:25](Br)[C:26]#[CH:27]. (3) Given the product [C:22]([O:21][C:19]([N:9]1[CH2:8][CH2:7][C:6]2[C:11](=[CH:12][C:3]([CH2:2][NH:1][CH2:26][CH:27]([CH3:29])[CH3:28])=[CH:4][CH:5]=2)[CH:10]1[CH:13]1[CH2:18][CH2:17][CH2:16][CH2:15][CH2:14]1)=[O:20])([CH3:25])([CH3:24])[CH3:23], predict the reactants needed to synthesize it. The reactants are: [NH2:1][CH2:2][C:3]1[CH:12]=[C:11]2[C:6]([CH2:7][CH2:8][N:9]([C:19]([O:21][C:22]([CH3:25])([CH3:24])[CH3:23])=[O:20])[CH:10]2[CH:13]2[CH2:18][CH2:17][CH2:16][CH2:15][CH2:14]2)=[CH:5][CH:4]=1.[C:26](O)(=O)[CH:27]([CH3:29])[CH3:28].C(N(CC)CC)C.F[P-](F)(F)(F)(F)F.N1(OC(N(C)C)=[N+](C)C)C2C=CC=CC=2N=N1. (4) Given the product [C:5]([C:9]1[CH:32]=[CH:31][C:12]([CH2:13][N:14]2[C:22]3[C:17](=[CH:18][C:19]([OH:23])=[CH:20][CH:21]=3)[C:16]3[C:25](=[O:30])[C:26](=[O:29])[O:27][CH2:28][C:15]2=3)=[CH:11][CH:10]=1)([CH3:8])([CH3:6])[CH3:7], predict the reactants needed to synthesize it. The reactants are: B(Br)(Br)Br.[C:5]([C:9]1[CH:32]=[CH:31][C:12]([CH2:13][N:14]2[C:22]3[C:17](=[CH:18][C:19]([O:23]C)=[CH:20][CH:21]=3)[C:16]3[C:25](=[O:30])[C:26](=[O:29])[O:27][CH2:28][C:15]2=3)=[CH:11][CH:10]=1)([CH3:8])([CH3:7])[CH3:6]. (5) Given the product [CH2:11]([O:10][C:8]1[CH:41]=[CH:40][N:39]=[C:38]2[NH:37][CH:36]=[CH:35][C:34]=12)[CH3:12], predict the reactants needed to synthesize it. The reactants are: N([C:8]([O:10][CH2:11][CH3:12])=O)=N[C:8]([O:10][CH2:11][CH3:12])=O.C1C=CC(P(C2C=CC=CC=2)C2C=CC=CC=2)=CC=1.OC1[CH:41]=[CH:40][N:39]=[C:38]2[C:34]=1[CH:35]=[CH:36][NH:37]2.C(O)C. (6) Given the product [Cl:30][C:27]1[S:26][C:25]([C:23]([NH:22][CH2:21][C@@H:19]2[O:18][C:17](=[O:31])[N:16]([C:13]3[CH:12]=[CH:11][C:10]([N:6]4[CH2:7][CH2:8][O:9][CH:4]([CH2:1][CH2:2][CH2:3][OH:42])[C:5]4=[O:32])=[CH:15][CH:14]=3)[CH2:20]2)=[O:24])=[CH:29][CH:28]=1, predict the reactants needed to synthesize it. The reactants are: [CH2:1]([CH:4]1[O:9][CH2:8][CH2:7][N:6]([C:10]2[CH:15]=[CH:14][C:13]([N:16]3[CH2:20][C@H:19]([CH2:21][NH:22][C:23]([C:25]4[S:26][C:27]([Cl:30])=[CH:28][CH:29]=4)=[O:24])[O:18][C:17]3=[O:31])=[CH:12][CH:11]=2)[C:5]1=[O:32])[CH:2]=[CH2:3].C12BC(CCC1)CCC2.[OH-:42].[Na+].OO. (7) Given the product [Br:1][C:2]1[C:3]([Cl:28])=[CH:4][C:5]([NH:9][C:10]2[N:14]=[C:13]([S:15]([CH3:18])(=[O:17])=[O:16])[NH:12][N:11]=2)=[CH:6][C:7]=1[Cl:8], predict the reactants needed to synthesize it. The reactants are: [Br:1][C:2]1[C:7]([Cl:8])=[CH:6][C:5]([NH:9][C:10]2[N:11](CC3C=CC(OC)=CC=3)[N:12]=[C:13]([S:15]([CH3:18])(=[O:17])=[O:16])[N:14]=2)=[CH:4][C:3]=1[Cl:28].C(O)(C(F)(F)F)=O. (8) The reactants are: [CH2:1]([O:3][C:4]([C:6]1[C:7](=[O:28])[N:8]([C:22]2[CH:27]=[CH:26][CH:25]=[CH:24][CH:23]=2)[C:9]2[C:14]([C:15]=1[N:16]1[CH2:21][CH2:20][NH:19][CH2:18][CH2:17]1)=[CH:13][CH:12]=[CH:11][CH:10]=2)=[O:5])[CH3:2].[H-].[Na+].[CH3:31]I. Given the product [CH2:1]([O:3][C:4]([C:6]1[C:7](=[O:28])[N:8]([C:22]2[CH:23]=[CH:24][CH:25]=[CH:26][CH:27]=2)[C:9]2[C:14]([C:15]=1[N:16]1[CH2:17][CH2:18][N:19]([CH3:31])[CH2:20][CH2:21]1)=[CH:13][CH:12]=[CH:11][CH:10]=2)=[O:5])[CH3:2], predict the reactants needed to synthesize it.